From a dataset of Forward reaction prediction with 1.9M reactions from USPTO patents (1976-2016). Predict the product of the given reaction. (1) Given the reactants Cl.ClC1C=CC(NN)=CC=1.BrCCCC1C=CC(F)=CC=1.[Cl:22][C:23]1[CH:28]=[CH:27][C:26]([N:29]([CH2:31][CH2:32][CH2:33][C:34]2[CH:39]=[CH:38][C:37]([F:40])=[CH:36][CH:35]=2)N)=[CH:25][CH:24]=1.C(OC(OCC)CCCNC)C.ClC1C=C2[C:60](=CC=1)[N:59]([CH2:63][CH2:64][CH2:65][C:66]1[CH:71]=CC(F)=CC=1)C=C2CCNC.C=O.C(O)(C(F)(F)F)=O, predict the reaction product. The product is: [Cl:22][C:23]1[CH:28]=[C:27]2[C:26](=[CH:25][CH:24]=1)[N:29]([CH2:31][CH2:32][CH2:33][C:34]1[CH:39]=[CH:38][C:37]([F:40])=[CH:36][CH:35]=1)[C:66]1[CH2:71][N:59]([CH3:60])[CH2:63][CH2:64][C:65]2=1. (2) Given the reactants [Br:1]N1C(=O)CCC1=O.[CH:9]1([C:12]2[N:16]([CH:17]3[CH2:19][CH2:18]3)[C:15]([C:20]([CH3:27])([N:22]3[CH:26]=[CH:25][CH:24]=[CH:23]3)[CH3:21])=[N:14][N:13]=2)[CH2:11][CH2:10]1.S([O-])([O-])=O.[Na+].[Na+], predict the reaction product. The product is: [Br:1][C:25]1[CH:24]=[CH:23][N:22]([C:20]([C:15]2[N:16]([CH:17]3[CH2:18][CH2:19]3)[C:12]([CH:9]3[CH2:11][CH2:10]3)=[N:13][N:14]=2)([CH3:27])[CH3:21])[CH:26]=1. (3) Given the reactants [Cl:1][C:2]1[N:3]=[N:4][C:5](Cl)=[CH:6][C:7]=1[CH:8]1[CH2:11][CH2:10][CH2:9]1.[F:13][C:14]1[CH:23]=[CH:22][CH:21]=[CH:20][C:15]=1[C:16]([NH:18][NH2:19])=O.Cl.C(N(CC)CC)C, predict the reaction product. The product is: [Cl:1][C:2]1[C:7]([CH:8]2[CH2:11][CH2:10][CH2:9]2)=[CH:6][C:5]2[N:4]([C:16]([C:15]3[CH:20]=[CH:21][CH:22]=[CH:23][C:14]=3[F:13])=[N:18][N:19]=2)[N:3]=1. (4) Given the reactants [CH3:1][N:2]1[C:6]2=[CH:7][CH:8]=[C:9]3[C:14]([N:13]=[C:12]([C:15]4[CH:21]=[CH:20][C:18]([NH2:19])=[CH:17][CH:16]=4)[N:11]=[C:10]3[N:22]3[CH2:27][CH2:26][O:25][CH2:24][CH2:23]3)=[C:5]2[CH:4]=[CH:3]1.ClC(Cl)(O[C:32](=[O:38])OC(Cl)(Cl)Cl)Cl.[CH:40]([NH2:43])([CH3:42])[CH3:41], predict the reaction product. The product is: [CH3:41][CH:40]([NH:43][C:32]([NH:19][C:18]1[CH:17]=[CH:16][C:15]([C:12]2[N:11]=[C:10]([N:22]3[CH2:27][CH2:26][O:25][CH2:24][CH2:23]3)[C:9]3[C:14](=[C:5]4[CH:4]=[CH:3][N:2]([CH3:1])[C:6]4=[CH:7][CH:8]=3)[N:13]=2)=[CH:21][CH:20]=1)=[O:38])[CH3:42]. (5) Given the reactants [CH:1]([C:4]1[CH:9]=[CH:8][C:7]([C:10]([C:12]2[CH:17]=[C:16]([O:18][CH2:19][C:20]#[CH:21])[CH:15]=[CH:14][C:13]=2[NH:22][CH2:23][C:24]2[N:25]=[N:26][N:27]([CH2:29][CH2:30][O:31][CH3:32])[N:28]=2)=O)=[CH:6][CH:5]=1)([CH3:3])[CH3:2].C([N:41]=[C:42]=[S:43])(=O)C1C=CC=CC=1, predict the reaction product. The product is: [CH:1]([C:4]1[CH:9]=[CH:8][C:7]([C:10]2[C:12]3[C:13](=[CH:14][CH:15]=[C:16]([O:18][CH2:19][C:20]#[CH:21])[CH:17]=3)[N:22]([CH2:23][C:24]3[N:25]=[N:26][N:27]([CH2:29][CH2:30][O:31][CH3:32])[N:28]=3)[C:42](=[S:43])[N:41]=2)=[CH:6][CH:5]=1)([CH3:3])[CH3:2]. (6) The product is: [C:1]([O:5][C:6]([NH:8][CH2:9][C:10]([O:12][CH2:18][Cl:19])=[O:11])=[O:7])([CH3:4])([CH3:2])[CH3:3]. Given the reactants [C:1]([O:5][C:6]([NH:8][CH2:9][C:10]([OH:12])=[O:11])=[O:7])([CH3:4])([CH3:3])[CH3:2].C([O-])(O)=O.[Na+].[CH2:18](Cl)[Cl:19], predict the reaction product. (7) The product is: [C:1]([C:4]1[CH:5]=[CH:6][C:7]2[O:12][CH2:11][C:10](=[O:13])[N:9]([CH2:14][CH2:15][N:16]3[CH2:17][CH2:18][CH:19]([NH2:22])[CH2:20][CH2:21]3)[C:8]=2[CH:30]=1)(=[O:3])[CH3:2]. Given the reactants [C:1]([C:4]1[CH:5]=[CH:6][C:7]2[O:12][CH2:11][C:10](=[O:13])[N:9]([CH2:14][CH2:15][N:16]3[CH2:21][CH2:20][CH:19]([NH:22]C(=O)OC(C)(C)C)[CH2:18][CH2:17]3)[C:8]=2[CH:30]=1)(=[O:3])[CH3:2].NC1CCN(CCN2C3C(=CC=C(C#N)C=3)C=CC2=O)CC1, predict the reaction product. (8) Given the reactants [Cl:1][C:2]1[CH:7]=[CH:6][C:5]([NH:8][C@H:9]2[C:18]3[C:13](=[CH:14][CH:15]=[CH:16][CH:17]=3)[N:12]([C:19](=[O:28])[C:20]3[CH:25]=[CH:24][C:23]([O:26][CH3:27])=[CH:22][CH:21]=3)[C@@H:11]([CH3:29])[CH2:10]2)=[C:4]([F:30])[CH:3]=1.C(N(C(C)C)CC)(C)C.[C:40](Cl)(=[O:42])[CH3:41], predict the reaction product. The product is: [Cl:1][C:2]1[CH:7]=[CH:6][C:5]([N:8]([C@H:9]2[C:18]3[C:13](=[CH:14][CH:15]=[CH:16][CH:17]=3)[N:12]([C:19](=[O:28])[C:20]3[CH:21]=[CH:22][C:23]([O:26][CH3:27])=[CH:24][CH:25]=3)[C@@H:11]([CH3:29])[CH2:10]2)[C:40](=[O:42])[CH3:41])=[C:4]([F:30])[CH:3]=1. (9) Given the reactants [C:1]([O:5][C:6]([N:8]1[C:13]2[CH:14]=[C:15]([CH:18]=O)[CH:16]=[CH:17][C:12]=2[O:11][CH2:10][CH2:9]1)=[O:7])([CH3:4])([CH3:3])[CH3:2].[S:20]1[CH2:24][C:23](=[O:25])[NH:22][C:21]1=[O:26], predict the reaction product. The product is: [C:1]([O:5][C:6]([N:8]1[C:13]2[CH:14]=[C:15]([CH:18]=[C:24]3[S:20][C:21](=[O:26])[NH:22][C:23]3=[O:25])[CH:16]=[CH:17][C:12]=2[O:11][CH2:10][CH2:9]1)=[O:7])([CH3:2])([CH3:3])[CH3:4].